From a dataset of Reaction yield outcomes from USPTO patents with 853,638 reactions. Predict the reaction yield, written as a fraction of the theoretical maximum amount of product (1.0 means a 100% yield; for example, 0.34 means a 34% yield). (1) The reactants are C[O:2][C:3]([C:5]1[N:6]=[C:7]([CH2:10][C:11]2[CH:16]=[CH:15][C:14]([O:17][CH3:18])=[CH:13][CH:12]=2)[O:8][CH:9]=1)=[O:4].CO.[OH-].[Na+].Cl. The catalyst is O. The product is [CH3:18][O:17][C:14]1[CH:13]=[CH:12][C:11]([CH2:10][C:7]2[O:8][CH:9]=[C:5]([C:3]([OH:4])=[O:2])[N:6]=2)=[CH:16][CH:15]=1. The yield is 0.660. (2) The reactants are [CH3:1][C:2]1[CH:7]=[CH:6][N:5]=[CH:4][C:3]=1[N:8]1[CH2:12][CH2:11][NH:10][C:9]1=[O:13].I[C:15]1[CH:16]=[C:17]2[C:21](=[CH:22][CH:23]=1)[N:20]([CH2:24][O:25][CH2:26][CH2:27][Si:28]([CH3:31])([CH3:30])[CH3:29])[C:19](=[O:32])[C:18]2([CH3:34])[CH3:33].N[C@@H]1CCCC[C@H]1N.P([O-])([O-])([O-])=O.[K+].[K+].[K+]. The catalyst is [Cu](I)I.O1CCOCC1. The product is [CH3:33][C:18]1([CH3:34])[C:17]2[C:21](=[CH:22][CH:23]=[C:15]([N:10]3[CH2:11][CH2:12][N:8]([C:3]4[CH:4]=[N:5][CH:6]=[CH:7][C:2]=4[CH3:1])[C:9]3=[O:13])[CH:16]=2)[N:20]([CH2:24][O:25][CH2:26][CH2:27][Si:28]([CH3:31])([CH3:30])[CH3:29])[C:19]1=[O:32]. The yield is 0.521. (3) The reactants are [N+:1]([C:4]1[C:9]2[N:10]=[C:11]([C:13]([F:16])([F:15])[F:14])[O:12][C:8]=2[CH:7]=[CH:6][CH:5]=1)([O-])=O. The catalyst is CCOC(C)=O.[Fe]. The product is [NH2:1][C:4]1[C:9]2[N:10]=[C:11]([C:13]([F:16])([F:15])[F:14])[O:12][C:8]=2[CH:7]=[CH:6][CH:5]=1. The yield is 0.750. (4) The reactants are [CH3:1][N:2]([CH2:9][C:10]1[CH:19]=[CH:18][C:13]([C:14]([O:16]C)=[O:15])=[CH:12][CH:11]=1)[C:3]1[CH:8]=[CH:7][CH:6]=[CH:5][CH:4]=1.[OH-].[Li+]. The catalyst is O1CCCC1.CO.O. The product is [CH3:1][N:2]([CH2:9][C:10]1[CH:11]=[CH:12][C:13]([C:14]([OH:16])=[O:15])=[CH:18][CH:19]=1)[C:3]1[CH:4]=[CH:5][CH:6]=[CH:7][CH:8]=1. The yield is 0.530. (5) The reactants are [N:1]([CH2:4][C@@H:5]1[O:10][CH2:9][C@@H:8]([N:11]2[C:15]3=[C:16]4[S:22][CH:21]=[CH:20][C:17]4=[N:18][CH:19]=[C:14]3[N:13]=[C:12]2[C@H:23]([OH:25])[CH3:24])[CH2:7][CH2:6]1)=[N+]=[N-]. The catalyst is CO.[Pd]. The product is [NH2:1][CH2:4][C@@H:5]1[O:10][CH2:9][C@@H:8]([N:11]2[C:15]3=[C:16]4[S:22][CH:21]=[CH:20][C:17]4=[N:18][CH:19]=[C:14]3[N:13]=[C:12]2[C@H:23]([OH:25])[CH3:24])[CH2:7][CH2:6]1. The yield is 0.990. (6) The reactants are FC(F)(F)S(O[C:7]1[C:8]2[S:21](=[O:23])(=[O:22])[CH2:20][CH2:19][CH2:18][C:9]=2[N:10]=[C:11]([CH:13]2[CH2:17][CH2:16][CH2:15][CH2:14]2)[N:12]=1)(=O)=O.[NH2:26][C:27]1[CH:32]=[CH:31][C:30]([CH2:33][CH2:34][OH:35])=[CH:29][CH:28]=1. No catalyst specified. The product is [CH:13]1([C:11]2[N:12]=[C:7]([NH:26][C:27]3[CH:32]=[CH:31][C:30]([CH2:33][CH2:34][OH:35])=[CH:29][CH:28]=3)[C:8]3[S:21](=[O:23])(=[O:22])[CH2:20][CH2:19][CH2:18][C:9]=3[N:10]=2)[CH2:17][CH2:16][CH2:15][CH2:14]1. The yield is 0.200. (7) The reactants are [Cl:1][C:2]1[N:3]=[C:4]([C:9]([NH:11][C@@H:12]2[CH2:17][CH2:16][N:15](C(OC(C)(C)C)=O)[CH2:14][C@H:13]2[NH:25][CH:26]2[CH2:28][CH2:27]2)=[O:10])[NH:5][C:6]=1[CH2:7][CH3:8].Cl.O1CCOCC1.Br[C:37]1[S:38][C:39]2[C:45]([C:46]([O:48][CH2:49][CH3:50])=[O:47])=[CH:44][CH:43]=[CH:42][C:40]=2[N:41]=1.C(=O)([O-])[O-].[Na+].[Na+]. No catalyst specified. The product is [Cl:1][C:2]1[N:3]=[C:4]([C:9]([NH:11][C@@H:12]2[CH2:17][CH2:16][N:15]([C:37]3[S:38][C:39]4[C:45]([C:46]([O:48][CH2:49][CH3:50])=[O:47])=[CH:44][CH:43]=[CH:42][C:40]=4[N:41]=3)[CH2:14][C@H:13]2[NH:25][CH:26]2[CH2:27][CH2:28]2)=[O:10])[NH:5][C:6]=1[CH2:7][CH3:8]. The yield is 0.720. (8) The reactants are C1(C)C(C)=CC=CC=1.[N:9](/[C:12](=[CH:17]\[C:18]1[CH:19]=[C:20]2[C:24](=[CH:25][CH:26]=1)[NH:23][CH:22]=[CH:21]2)/[C:13]([O:15][CH3:16])=[O:14])=[N+]=[N-]. No catalyst specified. The product is [NH:9]1[C:19]2[C:18](=[CH:26][CH:25]=[C:24]3[C:20]=2[CH:21]=[CH:22][NH:23]3)[CH:17]=[C:12]1[C:13]([O:15][CH3:16])=[O:14]. The yield is 0.620.